This data is from NCI-60 drug combinations with 297,098 pairs across 59 cell lines. The task is: Regression. Given two drug SMILES strings and cell line genomic features, predict the synergy score measuring deviation from expected non-interaction effect. (1) Drug 1: C1=CN(C=N1)CC(O)(P(=O)(O)O)P(=O)(O)O. Drug 2: C1C(C(OC1N2C=NC(=NC2=O)N)CO)O. Cell line: A549. Synergy scores: CSS=3.87, Synergy_ZIP=-0.545, Synergy_Bliss=1.56, Synergy_Loewe=-0.270, Synergy_HSA=0.148. (2) Drug 1: CC1=CC2C(CCC3(C2CCC3(C(=O)C)OC(=O)C)C)C4(C1=CC(=O)CC4)C. Drug 2: CN(C)C1=NC(=NC(=N1)N(C)C)N(C)C. Cell line: A549. Synergy scores: CSS=3.56, Synergy_ZIP=-2.06, Synergy_Bliss=2.11, Synergy_Loewe=-4.26, Synergy_HSA=-1.69.